Dataset: HIV replication inhibition screening data with 41,000+ compounds from the AIDS Antiviral Screen. Task: Binary Classification. Given a drug SMILES string, predict its activity (active/inactive) in a high-throughput screening assay against a specified biological target. (1) The molecule is COc1nc2ccc(CNc3ccc(C(=O)O)cc3)cc2nc1OC. The result is 0 (inactive). (2) The result is 0 (inactive). The compound is OC12c3ccccc3C1CCCCCC21OCCCO1. (3) The molecule is CC1OC(n2cc(C(F)(F)F)c(=O)[nH]c2=O)C=CC1O. The result is 0 (inactive). (4) The molecule is O=C1C(=Cc2ccc(Br)s2)NC(=S)N1CN1CCOCC1. The result is 0 (inactive). (5) The compound is Cc1cc(C23OC4COC(C)(C)OC4C2OC(C)(C)O3)ncn1. The result is 0 (inactive). (6) The molecule is COc1ccc(S(=O)(=O)O)cc1C(=O)c1cc(S(=O)(=O)O)ccc1OC.N. The result is 0 (inactive).